From a dataset of Full USPTO retrosynthesis dataset with 1.9M reactions from patents (1976-2016). Predict the reactants needed to synthesize the given product. (1) Given the product [CH3:1][O:2][CH:3]1[CH2:8][CH2:7][CH2:6][N:5]([CH2:9][CH2:10][NH2:11])[CH2:4]1, predict the reactants needed to synthesize it. The reactants are: [CH3:1][O:2][CH:3]1[CH2:8][CH2:7][CH2:6][N:5]([CH2:9][C:10]#[N:11])[CH2:4]1. (2) Given the product [Br:1][C:2]1[CH:3]=[CH:4][C:5]([CH2:8][CH2:9][CH2:10][N:11]([CH2:12][CH2:13][CH2:14][O:15][CH3:16])[C:29](=[O:30])[O:28][C:25]([CH3:27])([CH3:26])[CH3:24])=[CH:6][CH:7]=1, predict the reactants needed to synthesize it. The reactants are: [Br:1][C:2]1[CH:7]=[CH:6][C:5]([CH2:8][CH2:9][CH2:10][NH:11][CH2:12][CH2:13][CH2:14][O:15][CH3:16])=[CH:4][CH:3]=1.C(N(CC)CC)C.[CH3:24][C:25]([O:28][C:29](O[C:29]([O:28][C:25]([CH3:27])([CH3:26])[CH3:24])=[O:30])=[O:30])([CH3:27])[CH3:26].